This data is from Forward reaction prediction with 1.9M reactions from USPTO patents (1976-2016). The task is: Predict the product of the given reaction. (1) The product is: [C:33]1([CH3:61])[CH:38]=[CH:37][C:36]([S:39]([CH2:42][CH2:43][O:44][C:45](=[O:60])[CH2:46][CH2:47][C:48]2[CH:53]=[C:52]([S:54]([N:21]3[C:20]4[CH:22]=[CH:23][CH:24]=[CH:25][C:19]=4[N:18]=[C:17]3[S:15]([CH2:14][C:3]3[C:2]([CH3:1])=[C:7]([O:8][CH2:9][C:10]([F:13])([F:11])[F:12])[CH:6]=[CH:5][N:4]=3)=[O:16])(=[O:56])=[O:55])[CH:51]=[CH:50][C:49]=2[O:58][CH3:59])(=[O:41])=[O:40])=[CH:35][CH:34]=1. Given the reactants [CH3:1][C:2]1[C:3]([CH2:14][S:15]([C:17]2[NH:21][C:20]3[CH:22]=[CH:23][CH:24]=[CH:25][C:19]=3[N:18]=2)=[O:16])=[N:4][CH:5]=[CH:6][C:7]=1[O:8][CH2:9][C:10]([F:13])([F:12])[F:11].CCN(CC)CC.[C:33]1([CH3:61])[CH:38]=[CH:37][C:36]([S:39]([CH2:42][CH2:43][O:44][C:45](=[O:60])[CH2:46][CH2:47][C:48]2[CH:53]=[C:52]([S:54](Cl)(=[O:56])=[O:55])[CH:51]=[CH:50][C:49]=2[O:58][CH3:59])(=[O:41])=[O:40])=[CH:35][CH:34]=1.C([O-])(O)=O.[Na+], predict the reaction product. (2) Given the reactants [Si:1]([O:8][CH:9]1[CH:14]([NH:15][C:16](=[O:22])[O:17][C:18]([CH3:21])([CH3:20])[CH3:19])[CH:13]=[C:12]([C:23]2[CH:28]=[CH:27][N:26]=[CH:25][C:24]=2[N+:29]([O-])=O)[CH2:11][CH2:10]1)([C:4]([CH3:7])([CH3:6])[CH3:5])([CH3:3])[CH3:2].CO, predict the reaction product. The product is: [NH2:29][C:24]1[CH:25]=[N:26][CH:27]=[CH:28][C:23]=1[C:12]1[CH2:11][CH2:10][CH:9]([O:8][Si:1]([C:4]([CH3:7])([CH3:5])[CH3:6])([CH3:3])[CH3:2])[CH:14]([NH:15][C:16](=[O:22])[O:17][C:18]([CH3:21])([CH3:20])[CH3:19])[CH:13]=1. (3) Given the reactants Br[C:2]1[N:7]=[CH:6][C:5]2[C:8]([N:14]3[CH2:18][CH2:17][O:16][C:15]3=[O:19])=[N:9][N:10]([CH:11]([CH3:13])[CH3:12])[C:4]=2[CH:3]=1.C1(P(C2C=CC=CC=2)C2C3OC4C(=CC=CC=4P(C4C=CC=CC=4)C4C=CC=CC=4)C(C)(C)C=3C=CC=2)C=CC=CC=1.C(=O)([O-])[O-].[Cs+].[Cs+].[CH:68]1([S:71]([N:74]2[CH:78]=[C:77]([C:79]3[N:84]=[C:83]([NH2:85])[CH:82]=[CH:81][N:80]=3)[CH:76]=[N:75]2)(=[O:73])=[O:72])[CH2:70][CH2:69]1, predict the reaction product. The product is: [CH:68]1([S:71]([N:74]2[CH:78]=[C:77]([C:79]3[N:84]=[C:83]([NH:85][C:2]4[N:7]=[CH:6][C:5]5[C:8]([N:14]6[CH2:18][CH2:17][O:16][C:15]6=[O:19])=[N:9][N:10]([CH:11]([CH3:13])[CH3:12])[C:4]=5[CH:3]=4)[CH:82]=[CH:81][N:80]=3)[CH:76]=[N:75]2)(=[O:72])=[O:73])[CH2:70][CH2:69]1. (4) Given the reactants [N:1]1[CH:6]=[CH:5][CH:4]=[CH:3][C:2]=1[CH2:7][C:8]([O:10][CH2:11]C)=[O:9].CO[CH:15](OC)[N:16]([CH3:18])[CH3:17].[NH4+].[Cl-], predict the reaction product. The product is: [CH3:15][N:16]([CH3:18])[CH:17]=[C:7]([C:2]1[CH:3]=[CH:4][CH:5]=[CH:6][N:1]=1)[C:8]([O:10][CH3:11])=[O:9]. (5) Given the reactants [C:1]([O:5][C:6](=[O:19])[NH:7][C@H:8]([C@H:16]1[CH2:18][O:17]1)[CH2:9][C:10]1[CH:15]=[CH:14][CH:13]=[CH:12][CH:11]=1)([CH3:4])([CH3:3])[CH3:2].[O:20]1[CH2:25][CH2:24][CH:23]([NH2:26])[CH2:22][CH2:21]1, predict the reaction product. The product is: [OH:17][C@H:16]([CH2:18][NH:26][CH:23]1[CH2:24][CH2:25][O:20][CH2:21][CH2:22]1)[C@@H:8]([NH:7][C:6](=[O:19])[O:5][C:1]([CH3:4])([CH3:3])[CH3:2])[CH2:9][C:10]1[CH:15]=[CH:14][CH:13]=[CH:12][CH:11]=1. (6) The product is: [Cl:27][C:28]1[CH:29]=[C:30]([C:31]2[C:16]([CH2:20][CH2:21][CH2:52][C:42]3[CH:47]=[CH:46][CH:45]=[CH:44][CH:43]=3)([C:17]([NH2:36])=[O:19])[CH:15]([CH3:14])[N:62]=[C:60]([CH3:61])[C:59]=2[C:6]([N:8]2[CH2:9][CH2:10][NH:11][CH2:12][CH2:13]2)=[O:7])[CH:33]=[CH:34][CH:35]=1. Given the reactants C(O[C:6]([N:8]1[CH2:13][CH2:12][NH:11][CH2:10][CH2:9]1)=[O:7])(C)(C)C.[CH2:14]=[C:15]1[O:19][C:17](=O)[CH2:16]1.[CH2:20](N(CC)CC)[CH3:21].[Cl:27][C:28]1[CH:29]=[C:30]([CH:33]=[CH:34][CH:35]=1)[CH:31]=O.[NH:36]1CCCCC1.[C:42]1([CH3:52])[CH:47]=[CH:46][C:45](S(O)(=O)=O)=[CH:44][CH:43]=1.C(CCOC(=O)/[CH:59]=[C:60](\[NH2:62])/[CH3:61])#N, predict the reaction product.